Dataset: Forward reaction prediction with 1.9M reactions from USPTO patents (1976-2016). Task: Predict the product of the given reaction. (1) Given the reactants [H-].[Na+].[CH2:3]([O:6][CH2:7][CH2:8][OH:9])[CH:4]=[CH2:5].[CH2:10](Br)[CH:11]=[CH2:12], predict the reaction product. The product is: [CH2:3]([O:6][CH2:7][CH2:8][O:9][CH2:12][CH:11]=[CH2:10])[CH:4]=[CH2:5]. (2) Given the reactants Cl[C:2]1[N:6]([CH3:7])[C:5]2[CH:8]=[CH:9][CH:10]=[CH:11][C:4]=2[N:3]=1.[CH:12]1([C:16]#[N:17])[CH2:15][CH2:14][CH2:13]1.C[Si](C)(C)[N-][Si](C)(C)C.[K+].Cl, predict the reaction product. The product is: [CH3:7][N:6]1[C:5]2[CH:8]=[CH:9][CH:10]=[CH:11][C:4]=2[N:3]=[C:2]1[C:12]1([C:16]#[N:17])[CH2:15][CH2:14][CH2:13]1. (3) Given the reactants [Cl:1][C:2]1[CH:7]=[C:6]([C:8]2[CH:13]=[CH:12][C:11]([O:14][CH2:15][CH3:16])=[CH:10][CH:9]=2)[N:5]=[C:4]([NH2:17])[N:3]=1.[C:18](OC(=O)C)(=[O:20])C, predict the reaction product. The product is: [Cl:1][C:2]1[CH:7]=[C:6]([C:8]2[CH:9]=[CH:10][C:11]([O:14][CH2:15][CH3:16])=[CH:12][CH:13]=2)[N:5]=[C:4]([NH:17][CH:18]=[O:20])[N:3]=1. (4) Given the reactants [NH2:1][C@H:2]([CH2:6][OH:7])[C:3]([OH:5])=[O:4].S(Cl)([Cl:10])=O.[CH3:12]O, predict the reaction product. The product is: [ClH:10].[NH2:1][C@H:2]([CH2:6][OH:7])[C:3]([O:5][CH3:12])=[O:4]. (5) Given the reactants [CH:1]([N:4]1[CH2:9][CH2:8][NH:7][CH2:6][CH2:5]1)([CH3:3])[CH3:2].Br[C:11]1[CH:16]=[CH:15][C:14]([NH:17][C:18](=[O:24])[O:19][C:20]([CH3:23])([CH3:22])[CH3:21])=[C:13]([N+:25]([O-:27])=[O:26])[CH:12]=1.C([O-])([O-])=O.[Cs+].[Cs+].CC1(C)C2C(=C(P(C3C=CC=CC=3)C3C=CC=CC=3)C=CC=2)OC2C(P(C3C=CC=CC=3)C3C=CC=CC=3)=CC=CC1=2, predict the reaction product. The product is: [CH:1]([N:4]1[CH2:9][CH2:8][N:7]([C:11]2[CH:16]=[CH:15][C:14]([NH:17][C:18](=[O:24])[O:19][C:20]([CH3:21])([CH3:22])[CH3:23])=[C:13]([N+:25]([O-:27])=[O:26])[CH:12]=2)[CH2:6][CH2:5]1)([CH3:3])[CH3:2]. (6) Given the reactants [O:1]1CCO[CH:2]1[CH2:6][N:7]1[C:16]2[C:11](=[N:12][CH:13]=[C:14]([O:17][CH3:18])[CH:15]=2)[CH:10]=[CH:9][C:8]1=[O:19].FC(F)(F)C(O)=O, predict the reaction product. The product is: [CH3:18][O:17][C:14]1[CH:15]=[C:16]2[C:11]([CH:10]=[CH:9][C:8](=[O:19])[N:7]2[CH2:6][CH:2]=[O:1])=[N:12][CH:13]=1.